From a dataset of Catalyst prediction with 721,799 reactions and 888 catalyst types from USPTO. Predict which catalyst facilitates the given reaction. (1) Product: [Cl:1][C:2]1[CH:3]=[CH:4][C:5]([OH:14])=[C:6]([C:8]2[CH:9]=[CH:10][N:11]=[CH:12][CH:13]=2)[CH:7]=1. The catalyst class is: 5. Reactant: [Cl:1][C:2]1[CH:3]=[CH:4][C:5]([O:14]C2CCCCO2)=[C:6]([C:8]2[CH:13]=[CH:12][N:11]=[CH:10][CH:9]=2)[CH:7]=1.C1(C)C=CC(S([O-])(=O)=O)=CC=1.[NH+]1C=CC=CC=1. (2) Reactant: [CH:1]1([C:4]2[NH:8][N:7]=[C:6]([C:9]([O:11][CH2:12][CH3:13])=[O:10])[C:5]=2[CH3:14])[CH2:3][CH2:2]1.[H-].[Na+].Br[CH2:18][C:19]1[CH:24]=[CH:23][C:22]([O:25][CH3:26])=[CH:21][CH:20]=1.O. Product: [CH:1]1([C:4]2[N:8]([CH2:18][C:19]3[CH:24]=[CH:23][C:22]([O:25][CH3:26])=[CH:21][CH:20]=3)[N:7]=[C:6]([C:9]([O:11][CH2:12][CH3:13])=[O:10])[C:5]=2[CH3:14])[CH2:2][CH2:3]1. The catalyst class is: 1. (3) Reactant: [C:1]([O:6][CH2:7][C:8]([CH3:12])([CH3:11])[CH2:9][OH:10])(=[O:5])[C:2]([CH3:4])=[CH2:3].C1(C=CC(O)=CC=1)O.[CH2:21]=[C:22]1[O:26][C:24](=[O:25])[CH2:23]1. Product: [O:26]=[C:22]([CH3:21])[CH2:23][C:24]([O:10][CH2:9][C:8]([CH3:12])([CH3:11])[CH2:7][O:6][C:1](=[O:5])[C:2]([CH3:4])=[CH2:3])=[O:25]. The catalyst class is: 79. (4) Reactant: [CH2:1]([O:3][C:4]([N:6]1[C:15]2[C:10](=[N:11][C:12]([O:16][CH3:17])=[CH:13][CH:14]=2)[C@@H:9]([NH2:18])[CH2:8][C@H:7]1[CH2:19][CH3:20])=[O:5])[CH3:2].Cl[C:22]1[N:27]=[C:26]([O:28][CH3:29])[CH:25]=[C:24]([O:30][CH3:31])[N:23]=1.C(N(CC)C(C)C)(C)C. Product: [CH2:1]([O:3][C:4]([N:6]1[C:15]2[C:10](=[N:11][C:12]([O:16][CH3:17])=[CH:13][CH:14]=2)[C@@H:9]([NH:18][C:22]2[N:27]=[C:26]([O:28][CH3:29])[CH:25]=[C:24]([O:30][CH3:31])[N:23]=2)[CH2:8][C@H:7]1[CH2:19][CH3:20])=[O:5])[CH3:2]. The catalyst class is: 12. (5) The catalyst class is: 12. Reactant: [ClH:1].[CH3:2][N:3]1[CH:8]=[C:7]([C:9]2[CH:23]=[CH:22][C:12]([CH2:13][NH:14]C(=O)OC(C)(C)C)=[CH:11][CH:10]=2)[C:6]2[O:24][C:25]([CH2:27][N:28]3[CH2:33][CH2:32][N:31]([S:34]([CH3:37])(=[O:36])=[O:35])[CH2:30][CH2:29]3)=[CH:26][C:5]=2[C:4]1=[O:38]. Product: [ClH:1].[NH2:14][CH2:13][C:12]1[CH:11]=[CH:10][C:9]([C:7]2[C:6]3[O:24][C:25]([CH2:27][N:28]4[CH2:29][CH2:30][N:31]([S:34]([CH3:37])(=[O:36])=[O:35])[CH2:32][CH2:33]4)=[CH:26][C:5]=3[C:4](=[O:38])[N:3]([CH3:2])[CH:8]=2)=[CH:23][CH:22]=1.